Dataset: Full USPTO retrosynthesis dataset with 1.9M reactions from patents (1976-2016). Task: Predict the reactants needed to synthesize the given product. (1) Given the product [CH3:1][O:2][C:3](=[O:52])[C@@H:4]([NH:24][C:25](=[O:51])[C:26]1[CH:31]=[CH:30][C:29]([C:32](=[O:49])[NH:33][CH2:34][C:35]2[CH:40]=[CH:39][CH:38]=[C:37]([OH:41])[CH:36]=2)=[CH:28][C:27]=1[Cl:50])[CH2:5][C:6]1[CH:11]=[CH:10][C:9]([NH:12][C:13](=[O:23])[C:14]2[C:19]([Cl:20])=[CH:18][C:17]([O:21][CH2:68][CH2:67][CH2:66][NH:65][C:64]([O:63][C:59]([CH3:60])([CH3:62])[CH3:61])=[O:70])=[CH:16][C:15]=2[Cl:22])=[CH:8][CH:7]=1, predict the reactants needed to synthesize it. The reactants are: [CH3:1][O:2][C:3](=[O:52])[C@@H:4]([NH:24][C:25](=[O:51])[C:26]1[CH:31]=[CH:30][C:29]([C:32](=[O:49])[NH:33][CH2:34][C:35]2[CH:40]=[CH:39][CH:38]=[C:37]([O:41][Si](C(C)(C)C)(C)C)[CH:36]=2)=[CH:28][C:27]=1[Cl:50])[CH2:5][C:6]1[CH:11]=[CH:10][C:9]([NH:12][C:13](=[O:23])[C:14]2[C:19]([Cl:20])=[CH:18][C:17]([OH:21])=[CH:16][C:15]=2[Cl:22])=[CH:8][CH:7]=1.C(=O)([O-])[O-].[K+].[K+].[C:59]([O:63][C:64](=[O:70])[NH:65][CH2:66][CH2:67][CH2:68]Br)([CH3:62])([CH3:61])[CH3:60]. (2) Given the product [C:22]([C:21]1[CH:24]=[C:17]([C:15]2[O:14][N:13]=[C:12]([C:7]3[CH:8]=[CH:9][CH:10]=[C:11]4[C:6]=3[CH2:5][CH2:4][C@@H:3]4[NH:2][C:29](=[O:31])[CH3:30])[N:16]=2)[CH:18]=[CH:19][C:20]=1[O:25][CH:26]([CH3:28])[CH3:27])#[N:23], predict the reactants needed to synthesize it. The reactants are: Cl.[NH2:2][C@@H:3]1[C:11]2[C:6](=[C:7]([C:12]3[N:16]=[C:15]([C:17]4[CH:18]=[CH:19][C:20]([O:25][CH:26]([CH3:28])[CH3:27])=[C:21]([CH:24]=4)[C:22]#[N:23])[O:14][N:13]=3)[CH:8]=[CH:9][CH:10]=2)[CH2:5][CH2:4]1.[C:29](Cl)(=[O:31])[CH3:30].